From a dataset of NCI-60 drug combinations with 297,098 pairs across 59 cell lines. Regression. Given two drug SMILES strings and cell line genomic features, predict the synergy score measuring deviation from expected non-interaction effect. (1) Drug 1: CC1C(C(CC(O1)OC2CC(CC3=C2C(=C4C(=C3O)C(=O)C5=C(C4=O)C(=CC=C5)OC)O)(C(=O)C)O)N)O.Cl. Drug 2: C1=CC=C(C=C1)NC(=O)CCCCCCC(=O)NO. Cell line: U251. Synergy scores: CSS=45.4, Synergy_ZIP=-2.79, Synergy_Bliss=-4.87, Synergy_Loewe=-29.2, Synergy_HSA=-3.51. (2) Drug 1: C1=C(C(=O)NC(=O)N1)F. Drug 2: CCN(CC)CCCC(C)NC1=C2C=C(C=CC2=NC3=C1C=CC(=C3)Cl)OC. Cell line: IGROV1. Synergy scores: CSS=39.4, Synergy_ZIP=10.4, Synergy_Bliss=11.8, Synergy_Loewe=9.96, Synergy_HSA=10.9. (3) Drug 1: COC1=C(C=C2C(=C1)N=CN=C2NC3=CC(=C(C=C3)F)Cl)OCCCN4CCOCC4. Drug 2: C(CC(=O)O)C(=O)CN.Cl. Cell line: OVCAR-5. Synergy scores: CSS=56.1, Synergy_ZIP=0.600, Synergy_Bliss=2.99, Synergy_Loewe=-19.5, Synergy_HSA=5.61. (4) Drug 1: CN(CC1=CN=C2C(=N1)C(=NC(=N2)N)N)C3=CC=C(C=C3)C(=O)NC(CCC(=O)O)C(=O)O. Drug 2: CN(C(=O)NC(C=O)C(C(C(CO)O)O)O)N=O. Cell line: SF-268. Synergy scores: CSS=9.86, Synergy_ZIP=-3.63, Synergy_Bliss=0.148, Synergy_Loewe=-1.27, Synergy_HSA=-1.23. (5) Drug 1: COC1=CC(=CC(=C1O)OC)C2C3C(COC3=O)C(C4=CC5=C(C=C24)OCO5)OC6C(C(C7C(O6)COC(O7)C8=CC=CS8)O)O. Drug 2: C1=CN(C(=O)N=C1N)C2C(C(C(O2)CO)O)O.Cl. Cell line: NCI-H322M. Synergy scores: CSS=7.94, Synergy_ZIP=-4.31, Synergy_Bliss=-3.06, Synergy_Loewe=-4.01, Synergy_HSA=-2.00. (6) Drug 1: CN(CCCl)CCCl.Cl. Drug 2: C(CCl)NC(=O)N(CCCl)N=O. Cell line: NCI-H226. Synergy scores: CSS=3.42, Synergy_ZIP=1.57, Synergy_Bliss=-5.33, Synergy_Loewe=-5.10, Synergy_HSA=-4.11.